This data is from Reaction yield outcomes from USPTO patents with 853,638 reactions. The task is: Predict the reaction yield, written as a fraction of the theoretical maximum amount of product (1.0 means a 100% yield; for example, 0.34 means a 34% yield). (1) The reactants are [CH3:1][C:2]([C:7]1[NH:8][C:9]2[C:14]([CH:15]=1)=[CH:13][C:12]([N+:16]([O-:18])=[O:17])=[CH:11][CH:10]=2)([CH3:6])[C:3](O)=[O:4].C(Cl)CCl.C1C=CC2N(O)N=[N:29]C=2C=1.[Cl-].[NH4+]. The catalyst is C(#N)C.CCN(CC)CC.O. The product is [CH3:1][C:2]([C:7]1[NH:8][C:9]2[C:14]([CH:15]=1)=[CH:13][C:12]([N+:16]([O-:18])=[O:17])=[CH:11][CH:10]=2)([CH3:6])[C:3]([NH2:29])=[O:4]. The yield is 0.990. (2) The reactants are [NH2:1][C:2]1[CH:6]=[C:5]([CH3:7])[O:4][N:3]=1.[C:8]([C:11]1[CH:16]=[CH:15][C:14]([S:17](Cl)(=[O:19])=[O:18])=[CH:13][CH:12]=1)(=[O:10])[CH3:9]. The catalyst is N1C=CC=CC=1.O. The product is [C:8]([C:11]1[CH:12]=[CH:13][C:14]([S:17]([NH:1][C:2]2[CH:6]=[C:5]([CH3:7])[O:4][N:3]=2)(=[O:19])=[O:18])=[CH:15][CH:16]=1)(=[O:10])[CH3:9]. The yield is 0.800.